Dataset: Full USPTO retrosynthesis dataset with 1.9M reactions from patents (1976-2016). Task: Predict the reactants needed to synthesize the given product. (1) Given the product [C:23]([O:27][C:28]([N:30]1[C:38]2[C:33](=[CH:34][CH:35]=[CH:36][CH:37]=2)[C:32]([C:2]2[CH:7]=[C:6]([C@@H:8]3[CH2:12][CH2:11][CH2:10][N:9]3[C@@H:13]([C:15]3[CH:20]=[CH:19][C:18]([O:21][CH3:22])=[CH:17][CH:16]=3)[CH3:14])[CH:5]=[CH:4][N:3]=2)=[CH:31]1)=[O:29])([CH3:26])([CH3:24])[CH3:25], predict the reactants needed to synthesize it. The reactants are: Br[C:2]1[CH:7]=[C:6]([C@@H:8]2[CH2:12][CH2:11][CH2:10][N:9]2[C@@H:13]([C:15]2[CH:20]=[CH:19][C:18]([O:21][CH3:22])=[CH:17][CH:16]=2)[CH3:14])[CH:5]=[CH:4][N:3]=1.[C:23]([O:27][C:28]([N:30]1[C:38]2[C:33](=[CH:34][CH:35]=[CH:36][CH:37]=2)[C:32](B2OC(C)(C)C(C)(C)O2)=[CH:31]1)=[O:29])([CH3:26])([CH3:25])[CH3:24].C(=O)([O-])[O-].[Na+].[Na+].O. (2) Given the product [C:10]([O:9][C:7]([N:4]1[CH2:5][CH2:6][CH:2]([NH:1][S:22]([CH3:21])(=[O:24])=[O:23])[CH2:3]1)=[O:8])([CH3:13])([CH3:12])[CH3:11], predict the reactants needed to synthesize it. The reactants are: [NH2:1][CH:2]1[CH2:6][CH2:5][N:4]([C:7]([O:9][C:10]([CH3:13])([CH3:12])[CH3:11])=[O:8])[CH2:3]1.C(N(CC)CC)C.[CH3:21][S:22](Cl)(=[O:24])=[O:23]. (3) Given the product [CH3:34][O:33][C:25]1[CH:26]=[C:27]2[C:32](=[C:23]([NH:21][CH2:20][CH2:19][N:18]3[CH:16]4[CH2:15][CH2:14][CH:13]3[CH:12]=[C:11]([C:2]3[CH:3]=[CH:4][C:5]5[C:10](=[CH:9][CH:8]=[CH:7][CH:6]=5)[CH:1]=3)[CH2:17]4)[CH:24]=1)[N:31]=[CH:30][CH:29]=[CH:28]2, predict the reactants needed to synthesize it. The reactants are: [CH:1]1[C:10]2[C:5](=[CH:6][CH:7]=[CH:8][CH:9]=2)[CH:4]=[CH:3][C:2]=1[C:11]1[CH2:17][CH:16]2[N:18]([CH2:19][CH2:20][NH2:21])[CH:13]([CH2:14][CH2:15]2)[CH:12]=1.Br[C:23]1[CH:24]=[C:25]([O:33][CH3:34])[CH:26]=[C:27]2[C:32]=1[N:31]=[CH:30][CH:29]=[CH:28]2.C(P(C(C)(C)C)C1C=CC=CC=1C1C=CC=CC=1)(C)(C)C.C1(C)C=CC=CC=1.